From a dataset of Catalyst prediction with 721,799 reactions and 888 catalyst types from USPTO. Predict which catalyst facilitates the given reaction. (1) Reactant: [CH3:1][CH:2]1[CH2:10][C:9]2[C:4](=[CH:5][CH:6]=[C:7]([N+:11]([O-])=O)[CH:8]=2)[NH:3]1. Product: [CH3:1][CH:2]1[CH2:10][C:9]2[C:4](=[CH:5][CH:6]=[C:7]([NH2:11])[CH:8]=2)[NH:3]1. The catalyst class is: 19. (2) Reactant: [CH:1]([C:3]1[CH:4]=[C:5]([C:15]2[CH:20]=[CH:19][C:18]([O:21][CH3:22])=[CH:17][CH:16]=2)[N:6]([C:8]([O:10][C:11]([CH3:14])([CH3:13])[CH3:12])=[O:9])[CH:7]=1)=O.N1CCCCC1.N1C=CC=CC=1.[C:35]([O:41][CH2:42][CH3:43])(=[O:40])[CH2:36]C([O-])=O. Product: [C:11]([O:10][C:8]([N:6]1[CH:7]=[C:3](/[CH:1]=[CH:36]/[C:35]([O:41][CH2:42][CH3:43])=[O:40])[CH:4]=[C:5]1[C:15]1[CH:20]=[CH:19][C:18]([O:21][CH3:22])=[CH:17][CH:16]=1)=[O:9])([CH3:13])([CH3:12])[CH3:14]. The catalyst class is: 84. (3) Reactant: [Cl:1][C:2]1[CH:7]=[C:6]([N:8]2[CH:12]=[CH:11][CH:10]=[N:9]2)[CH:5]=[CH:4][C:3]=1[C:13]([N:15]1[C:21]2[CH:22]=[CH:23][CH:24]=[CH:25][C:20]=2[CH2:19][NH:18][C@H:17]([CH3:26])[CH2:16]1)=[O:14].[N:27]([CH2:30][C:31]([O:33][CH2:34][CH3:35])=[O:32])=[C:28]=[O:29]. Product: [Cl:1][C:2]1[CH:7]=[C:6]([N:8]2[CH:12]=[CH:11][CH:10]=[N:9]2)[CH:5]=[CH:4][C:3]=1[C:13]([N:15]1[C:21]2[CH:22]=[CH:23][CH:24]=[CH:25][C:20]=2[CH2:19][N:18]([C:28]([NH:27][CH2:30][C:31]([O:33][CH2:34][CH3:35])=[O:32])=[O:29])[C@H:17]([CH3:26])[CH2:16]1)=[O:14]. The catalyst class is: 7. (4) Reactant: [H-].C([Al+]CC(C)C)C(C)C.[CH3:11][C:12]1([CH3:37])[CH2:21][CH2:20][C:19]([CH3:23])([CH3:22])[C:18]2[CH:17]=[C:16]([Se:24][C:25]#[C:26][C:27]3[CH:36]=[CH:35][C:30]([C:31](OC)=[O:32])=[CH:29][CH:28]=3)[CH:15]=[CH:14][C:13]1=2.C(C(C(C([O-])=O)O)O)([O-])=O.[Na+].[K+]. Product: [CH3:11][C:12]1([CH3:37])[CH2:21][CH2:20][C:19]([CH3:22])([CH3:23])[C:18]2[CH:17]=[C:16]([Se:24][CH2:25][CH2:26][C:27]3[CH:36]=[CH:35][C:30]([CH2:31][OH:32])=[CH:29][CH:28]=3)[CH:15]=[CH:14][C:13]1=2. The catalyst class is: 11. (5) Reactant: [CH2:1]([NH:3][C:4](=[O:22])[NH:5][C:6]1[CH:17]=[CH:16][C:15]([C:18]([F:21])([F:20])[F:19])=[CH:14][C:7]=1[C:8]([O:10]CC=C)=[O:9])[CH3:2].N1CCCC1. Product: [CH2:1]([NH:3][C:4](=[O:22])[NH:5][C:6]1[CH:17]=[CH:16][C:15]([C:18]([F:20])([F:19])[F:21])=[CH:14][C:7]=1[C:8]([OH:10])=[O:9])[CH3:2]. The catalyst class is: 10.